This data is from Reaction yield outcomes from USPTO patents with 853,638 reactions. The task is: Predict the reaction yield, written as a fraction of the theoretical maximum amount of product (1.0 means a 100% yield; for example, 0.34 means a 34% yield). (1) The reactants are Cl[C:2]1[C:11]2[CH:10]=[C:9]([O:12][CH3:13])[CH:8]=[CH:7][C:6]=2[N:5]=[C:4]2[C:14]3[C:19]([CH2:20][C:3]=12)=[CH:18][C:17]([O:21][CH3:22])=[CH:16][CH:15]=3.P(Br)(Br)([Br:25])=O. No catalyst specified. The product is [Br:25][C:2]1[C:11]2[CH:10]=[C:9]([O:12][CH3:13])[CH:8]=[CH:7][C:6]=2[N:5]=[C:4]2[C:14]3[C:19]([CH2:20][C:3]=12)=[CH:18][C:17]([O:21][CH3:22])=[CH:16][CH:15]=3. The yield is 0.110. (2) The reactants are [NH2:1][C:2]1[CH:17]=[CH:16][C:5]([O:6][C:7]2[CH:12]=[CH:11][N:10]=[C:9]([C:13]([NH2:15])=[O:14])[CH:8]=2)=[C:4]([F:18])[CH:3]=1.C(OC1C=CC(NC2N=CN=C(OC3C=CC(NC(=O)CC(NC4C=CC(F)=CC=4)=O)=CC=3F)C=2)=CC=1)C1C=CC=CC=1.C(O)(C)(C)C.[CH3:67][C:68]([O:71][C:72](O[C:72]([O:71][C:68]([CH3:70])([CH3:69])[CH3:67])=[O:73])=[O:73])([CH3:70])[CH3:69]. The catalyst is CN(C=O)C.O1CCOCC1. The product is [C:13]([C:9]1[CH:8]=[C:7]([O:6][C:5]2[CH:16]=[CH:17][C:2]([NH:1][C:72](=[O:73])[O:71][C:68]([CH3:70])([CH3:69])[CH3:67])=[CH:3][C:4]=2[F:18])[CH:12]=[CH:11][N:10]=1)(=[O:14])[NH2:15]. The yield is 0.680. (3) The reactants are [Br:1][C:2]1[CH:3]=[C:4]([CH:8]=[CH:9][C:10]=1[CH3:11])[C:5]([OH:7])=O.C(Cl)(=O)C(Cl)=O.[CH3:18][C@@H:19]([NH2:26])[C:20]1[CH:25]=[CH:24][CH:23]=[CH:22][CH:21]=1.BrC1C=C(C=CC=1C)C(Cl)=O. The catalyst is C(Cl)Cl.CN(C=O)C. The product is [C:20]1([C@H:19]([NH:26][C:5]([C:4]2[CH:8]=[CH:9][C:10]([CH3:11])=[C:2]([Br:1])[CH:3]=2)=[O:7])[CH3:18])[CH:25]=[CH:24][CH:23]=[CH:22][CH:21]=1. The yield is 0.960. (4) The reactants are [O:1]=[C:2]1[C:10]2[C:5](=[CH:6][C:7]([C:11]([OH:13])=O)=[CH:8][CH:9]=2)[CH2:4][O:3]1.FC(F)(F)C(OC1C(F)=C(F)C(F)=C(F)C=1F)=O.[CH2:32]([NH2:35])[C:33]#[CH:34]. No catalyst specified. The product is [O:1]=[C:2]1[C:10]2[C:5](=[CH:6][C:7]([C:11]([NH:35][CH2:32][C:33]#[CH:34])=[O:13])=[CH:8][CH:9]=2)[CH2:4][O:3]1. The yield is 0.840. (5) The catalyst is C(O)=O.CCO.O. The product is [C:6]([C:8]1([CH2:11][CH2:12][CH2:13][CH2:14][CH2:15][C:16](=[O:30])[CH2:17][CH2:18][CH2:19][CH2:20][CH2:21][C:22]([CH3:28])([CH3:29])[C:23]([OH:25])=[O:24])[CH2:10][CH2:9]1)([OH:7])=[O:5]. The reactants are C([O:5][C:6]([C:8]1([CH2:11][CH2:12][CH2:13][CH2:14][CH2:15][C:16](=[O:30])[CH2:17][CH2:18][CH2:19][CH2:20][CH2:21][C:22]([CH3:29])([CH3:28])[C:23]([O:25]CC)=[O:24])[CH2:10][CH2:9]1)=[O:7])(C)(C)C.[OH-].[Na+]. The yield is 0.570. (6) The reactants are [F:1][C:2]1[CH:3]=[C:4]2[C:9](=[CH:10][CH:11]=1)[N:8]=[C:7]([NH:12][C:13](=[O:17])OCC)[C:6]([O:18][CH3:19])=[N:5]2.[CH3:20][O:21][C:22]1[CH:27]=[CH:26][CH:25]=[CH:24][C:23]=1[N:28]1[CH2:33][CH2:32][NH:31][CH2:30][CH2:29]1. No catalyst specified. The product is [F:1][C:2]1[CH:3]=[C:4]2[C:9](=[CH:10][CH:11]=1)[N:8]=[C:7]([NH:12][C:13]([N:31]1[CH2:30][CH2:29][N:28]([C:23]3[CH:24]=[CH:25][CH:26]=[CH:27][C:22]=3[O:21][CH3:20])[CH2:33][CH2:32]1)=[O:17])[C:6]([O:18][CH3:19])=[N:5]2. The yield is 0.820. (7) The catalyst is [I-].C([N+](CCCC)(CCCC)CCCC)CCC.CN(C)C=O. The reactants are [F:1][C:2]1[CH:7]=[C:6]([F:8])[CH:5]=[CH:4][C:3]=1[N:9]1[C:17](=[O:18])[C:16]2[C@@H:15]3[C:19]([CH3:21])([CH3:20])[C@@:12]([CH3:22])([CH2:13][CH2:14]3)[C:11]=2[NH:10]1.Br[CH2:24][CH2:25][CH:26]([CH3:28])[CH3:27]. The yield is 0.280. The product is [F:1][C:2]1[CH:7]=[C:6]([F:8])[CH:5]=[CH:4][C:3]=1[N:9]1[C:17](=[O:18])[C:16]2[C@@H:15]3[C:19]([CH3:21])([CH3:20])[C@@:12]([CH3:22])([CH2:13][CH2:14]3)[C:11]=2[N:10]1[CH2:24][CH2:25][CH:26]([CH3:28])[CH3:27]. (8) The reactants are [CH3:1][O:2][C:3]1[CH:8]=[CH:7][CH:6]=[CH:5][C:4]=1[C:9]1[N:10]=[C:11]2[CH:16]([CH2:17][CH2:18][S:19][C:20]([C:33]3[CH:38]=[CH:37][CH:36]=[CH:35][CH:34]=3)([C:27]3[CH:32]=[CH:31][CH:30]=[CH:29][CH:28]=3)[C:21]3[CH:26]=[CH:25][CH:24]=[CH:23][CH:22]=3)[NH:15][CH2:14][CH2:13][N:12]2[CH:39]=1.[NH:40]([C:66]([O:68][C:69]([CH3:72])([CH3:71])[CH3:70])=[O:67])[C@H:41]([C:63](O)=[O:64])[CH2:42][S:43][C:44]([C:57]1[CH:62]=[CH:61][CH:60]=[CH:59][CH:58]=1)([C:51]1[CH:56]=[CH:55][CH:54]=[CH:53][CH:52]=1)[C:45]1[CH:50]=[CH:49][CH:48]=[CH:47][CH:46]=1.CN1CCOCC1.C1C=NC2N(O)N=NC=2C=1.C(Cl)CCl. The catalyst is C1COCC1. The product is [CH3:71][C:69]([CH3:72])([O:68][C:66]([NH:40][CH:41]([CH2:42][S:43][C:44]([C:57]1[CH:62]=[CH:61][CH:60]=[CH:59][CH:58]=1)([C:51]1[CH:52]=[CH:53][CH:54]=[CH:55][CH:56]=1)[C:45]1[CH:46]=[CH:47][CH:48]=[CH:49][CH:50]=1)[C:63]([N:15]1[CH2:14][CH2:13][N:12]2[CH:39]=[C:9]([C:4]3[CH:5]=[CH:6][CH:7]=[CH:8][C:3]=3[O:2][CH3:1])[N:10]=[C:11]2[CH:16]1[CH2:17][CH2:18][S:19][C:20]([C:33]1[CH:34]=[CH:35][CH:36]=[CH:37][CH:38]=1)([C:27]1[CH:28]=[CH:29][CH:30]=[CH:31][CH:32]=1)[C:21]1[CH:26]=[CH:25][CH:24]=[CH:23][CH:22]=1)=[O:64])=[O:67])[CH3:70]. The yield is 0.970. (9) The reactants are [H-].[Na+].[Br:3][C:4]1[CH:9]=[C:8]([OH:10])[CH:7]=[CH:6][N:5]=1.[CH2:11](Br)[C:12]1[CH:17]=[CH:16][CH:15]=[CH:14][CH:13]=1.CCOC(C)=O. The catalyst is CN(C=O)C. The product is [CH2:11]([O:10][C:8]1[CH:7]=[CH:6][N:5]=[C:4]([Br:3])[CH:9]=1)[C:12]1[CH:17]=[CH:16][CH:15]=[CH:14][CH:13]=1. The yield is 0.510. (10) The reactants are [Br-].Br[CH2:3][P+](C1C=CC=CC=1)(C1C=CC=CC=1)C1C=CC=CC=1.C1COCC1.[CH3:28][C:29]1[N:30]([C:37]2[CH:42]=[CH:41][CH:40]=[CH:39][CH:38]=2)[C:31]([CH3:36])=[CH:32][C:33]=1[CH:34]=O.C([O-])([O-])=O.[Na+].[Na+]. The catalyst is [N+](CCCC)(CCCC)(CCCC)CCCC.[Cl-].CN(C=O)C.CC([O-])=O.CC([O-])=O.[Pd+2]. The product is [CH3:28][C:29]1[N:30]([C:37]2[CH:42]=[CH:41][CH:40]=[CH:39][CH:38]=2)[C:31]([CH3:36])=[CH:32][C:33]=1[CH:34]=[CH2:3]. The yield is 0.800.